This data is from Forward reaction prediction with 1.9M reactions from USPTO patents (1976-2016). The task is: Predict the product of the given reaction. (1) Given the reactants [Br:1][C:2]1[CH:7]=[CH:6][C:5]([F:8])=[CH:4][C:3]=1I.N#N.[CH3:12][CH2:13][OH:14].[Li][CH:16](CC)C.C1CCCCC1.B(F)(F)F.C(OCC)C, predict the reaction product. The product is: [Br:1][C:2]1[CH:7]=[CH:6][C:5]([F:8])=[CH:4][C:3]=1[CH2:12][C@H:13]([OH:14])[CH3:16]. (2) Given the reactants Br[C:2]1[N:7]2[CH:8]=[CH:9][N:10]=[C:6]2[C:5]([NH:11][C:12]2[CH:17]=[CH:16][C:15]([N:18]3[CH2:23][CH2:22][N:21]([CH3:24])[CH2:20][CH2:19]3)=[C:14]([F:25])[CH:13]=2)=[N:4][CH:3]=1.CC1(C)C(C)(C)OB([C:34]2[CH:42]=[CH:41][C:37]([C:38]([NH2:40])=[O:39])=[CH:36][CH:35]=2)O1.C([O-])([O-])=O.[Na+].[Na+], predict the reaction product. The product is: [F:25][C:14]1[CH:13]=[C:12]([NH:11][C:5]2[C:6]3[N:7]([CH:8]=[CH:9][N:10]=3)[C:2]([C:34]3[CH:42]=[CH:41][C:37]([C:38]([NH2:40])=[O:39])=[CH:36][CH:35]=3)=[CH:3][N:4]=2)[CH:17]=[CH:16][C:15]=1[N:18]1[CH2:23][CH2:22][N:21]([CH3:24])[CH2:20][CH2:19]1. (3) The product is: [NH2:9][C:10]1[CH:17]=[CH:16][CH:15]=[C:14]([C:2]#[C:1][CH:3]2[CH2:8][CH2:7][CH2:6][CH2:5][CH2:4]2)[C:11]=1[C:12]#[N:13]. Given the reactants [C:1]([CH:3]1[CH2:8][CH2:7][CH2:6][CH2:5][CH2:4]1)#[CH:2].[NH2:9][C:10]1[CH:17]=[CH:16][CH:15]=[C:14](Br)[C:11]=1[C:12]#[N:13], predict the reaction product. (4) Given the reactants C(OC([N:8]([C:13]1[CH:22]=[CH:21][C:16]([C:17]([O:19][CH3:20])=[O:18])=[CH:15][C:14]=1[O:23][CH2:24][CH:25]1[CH2:27][CH2:26]1)[S:9]([CH3:12])(=[O:11])=[O:10])=O)(C)(C)C.Cl.O1CCOCC1, predict the reaction product. The product is: [CH:25]1([CH2:24][O:23][C:14]2[CH:15]=[C:16]([CH:21]=[CH:22][C:13]=2[NH:8][S:9]([CH3:12])(=[O:11])=[O:10])[C:17]([O:19][CH3:20])=[O:18])[CH2:26][CH2:27]1. (5) Given the reactants [Cl:1][C:2]1[C:10]([O:11][CH3:12])=[CH:9][CH:8]=[C:7]2[C:3]=1[CH2:4]/[C:5](=[CH:14]\[C:15]1[CH:20]=[CH:19][C:18]([S:21][C:22]([F:25])([F:24])[F:23])=[CH:17][CH:16]=1)/[C:6]2=[O:13], predict the reaction product. The product is: [Cl:1][C:2]1[C:10]([O:11][CH3:12])=[CH:9][CH:8]=[C:7]2[C:3]=1[CH2:4][CH:5]([CH2:14][C:15]1[CH:20]=[CH:19][C:18]([S:21][C:22]([F:23])([F:24])[F:25])=[CH:17][CH:16]=1)[C:6]2=[O:13]. (6) Given the reactants [CH3:1][N:2]1[CH2:15][CH2:14][C:5]2[NH:6][C:7]3[CH:8]=[CH:9][C:10]([CH3:13])=[CH:11][C:12]=3[C:4]=2[CH2:3]1.Br[C:17]1[CH:22]=[CH:21][N:20]=[CH:19][CH:18]=1.[O-]P([O-])([O-])=O.[K+].[K+].[K+].N1CCC[C@H]1C(O)=O, predict the reaction product. The product is: [CH3:1][N:2]1[CH2:15][CH2:14][C:5]2[N:6]([C:17]3[CH:22]=[CH:21][N:20]=[CH:19][CH:18]=3)[C:7]3[CH:8]=[CH:9][C:10]([CH3:13])=[CH:11][C:12]=3[C:4]=2[CH2:3]1. (7) Given the reactants [Li]C(C)(C)C.[C:6]1([NH:12][C:13]2[N:14]([C:18]([C:31]3[CH:36]=[CH:35][CH:34]=[CH:33][CH:32]=3)([C:25]3[CH:30]=[CH:29][CH:28]=[CH:27][CH:26]=3)[C:19]3[CH:24]=[CH:23][CH:22]=[CH:21][CH:20]=3)[CH:15]=[CH:16][N:17]=2)[CH:11]=[CH:10][CH:9]=[CH:8][CH:7]=1.[CH3:37][O:38][C:39]1[CH:40]=[C:41]([CH:45]=[C:46]([O:50][CH3:51])[C:47]=1[O:48][CH3:49])[C:42](Cl)=[O:43], predict the reaction product. The product is: [C:6]1([NH:12][C:13]2[N:14]([C:18]([C:25]3[CH:26]=[CH:27][CH:28]=[CH:29][CH:30]=3)([C:19]3[CH:24]=[CH:23][CH:22]=[CH:21][CH:20]=3)[C:31]3[CH:36]=[CH:35][CH:34]=[CH:33][CH:32]=3)[CH:15]=[C:16]([C:42]([C:41]3[CH:45]=[C:46]([O:50][CH3:51])[C:47]([O:48][CH3:49])=[C:39]([O:38][CH3:37])[CH:40]=3)=[O:43])[N:17]=2)[CH:11]=[CH:10][CH:9]=[CH:8][CH:7]=1. (8) Given the reactants Br[C:2]1[CH:7]=[CH:6][CH:5]=[C:4]([Si:8]([CH3:11])([CH3:10])[CH3:9])[CH:3]=1.[Li]CCCC.CN([CH:20]=[O:21])C.Cl, predict the reaction product. The product is: [CH3:9][Si:8]([CH3:11])([CH3:10])[C:4]1[CH:3]=[C:2]([CH:7]=[CH:6][CH:5]=1)[CH:20]=[O:21]. (9) Given the reactants BrC1C=CC=CC=1C[N:5]1[C:10]2[N:11]=[C:12](SC)[N:13]=[CH:14][C:9]=2[CH:8]=[CH:7][C:6]1=[O:17].O[O:23][S:24]([O-:26])=O.[K+].[CH3:28]O, predict the reaction product. The product is: [CH3:28][S:24]([C:12]1[N:13]=[CH:14][C:9]2[CH:8]=[CH:7][C:6](=[O:17])[NH:5][C:10]=2[N:11]=1)(=[O:26])=[O:23].